Dataset: Peptide-MHC class II binding affinity with 134,281 pairs from IEDB. Task: Regression. Given a peptide amino acid sequence and an MHC pseudo amino acid sequence, predict their binding affinity value. This is MHC class II binding data. (1) The peptide sequence is YKKYFAATQFEPLAA. The MHC is HLA-DPA10301-DPB10402 with pseudo-sequence HLA-DPA10301-DPB10402. The binding affinity (normalized) is 0.880. (2) The peptide sequence is NDKFLANVSTVLTGK. The MHC is DRB1_0802 with pseudo-sequence DRB1_0802. The binding affinity (normalized) is 0.705. (3) The peptide sequence is AALLVVAVGLRVVCAKYALA. The MHC is DRB1_0301 with pseudo-sequence DRB1_0301. The binding affinity (normalized) is 0.394.